This data is from Reaction yield outcomes from USPTO patents with 853,638 reactions. The task is: Predict the reaction yield, written as a fraction of the theoretical maximum amount of product (1.0 means a 100% yield; for example, 0.34 means a 34% yield). (1) The reactants are C([O:4][C@@:5]1(O)[CH2:9][C@@H:8]([CH2:10][OH:11])[O:7][C@H:6]1[N:12]1[CH:19]=[CH:18][C:16]([NH2:17])=[N:15][C:13]1=[O:14])(=O)C.Cl[P:22]1[O:27]C(=O)C2C=CC=CC=2[O:23]1.O1CCOCC1.C(N(CCCC)CCCC)CCC.[O-:52][P:53]([O:56][P:57]([O-])([O-:59])=[O:58])(=[O:55])[O-:54].C([NH+](CCCC)CCCC)CCC.C([NH+](CCCC)CCCC)CCC.C([NH+](CCCC)CCCC)CCC.C([NH+](CCCC)CCCC)CCC.II.N1C=CC=CC=1.[OH2:121]. The catalyst is CN(C=O)C.N1C=CC=CC=1. The product is [NH4+:12].[NH4+:12].[NH4+:12].[P:22]([O:11][CH2:10][C@H:8]1[O:7][C@@H:6]([N:12]2[CH:19]=[CH:18][C:16]([NH2:17])=[N:15][C:13]2=[O:14])[C@H:5]([OH:4])[CH2:9]1)([O:27][P:57]([O:56][P:53]([OH:55])([O-:54])=[O:52])([O-:59])=[O:58])(=[O:121])[O-:23]. The yield is 0.690. (2) The reactants are Br[C:2]1[CH:7]=[C:6]([Br:8])[CH:5]=[CH:4][C:3]=1[N+:9]([O-:11])=[O:10].[NH2:12][C:13]1[CH:20]=[CH:19][C:16]([C:17]#[N:18])=[CH:15][CH:14]=1.CC([O-])(C)C.[K+].Cl. The catalyst is CN(C=O)C. The product is [Br:8][C:6]1[CH:5]=[CH:4][C:3]([N+:9]([O-:11])=[O:10])=[C:2]([NH:12][C:13]2[CH:20]=[CH:19][C:16]([C:17]#[N:18])=[CH:15][CH:14]=2)[CH:7]=1. The yield is 0.770. (3) The reactants are [CH3:1][N:2]1[C:6]2=[N:7][CH:8]=[CH:9][C:10]([N:11]3[CH2:16][CH2:15][CH:14]([C:17]([N:19]4[CH2:24][CH2:23][O:22][CH2:21][CH2:20]4)=[O:18])[CH2:13][CH2:12]3)=[C:5]2[C:4]([CH:25]=O)=[CH:3]1.[OH:27][C:28]1[C:33]2[C:34](=[O:37])[CH2:35][O:36][C:32]=2[CH:31]=[CH:30][CH:29]=1. The catalyst is Cl.CCO. The product is [OH:27][C:28]1[C:33]2[C:34](=[O:37])/[C:35](=[CH:25]/[C:4]3[C:5]4[C:6](=[N:7][CH:8]=[CH:9][C:10]=4[N:11]4[CH2:16][CH2:15][CH:14]([C:17]([N:19]5[CH2:24][CH2:23][O:22][CH2:21][CH2:20]5)=[O:18])[CH2:13][CH2:12]4)[N:2]([CH3:1])[CH:3]=3)/[O:36][C:32]=2[CH:31]=[CH:30][CH:29]=1. The yield is 0.670. (4) The reactants are [Cl:1][C:2](=[CH2:10])[C:3]([CH3:9])([CH3:8])[C:4]([O:6]C)=[O:5].[OH-].[Na+]. The catalyst is O. The product is [Cl:1][C:2](=[CH2:10])[C:3]([CH3:9])([CH3:8])[C:4]([OH:6])=[O:5]. The yield is 0.440. (5) The reactants are ClC1N=C(OC)N=C(OC)N=1.[F:12][C:13]([F:38])([F:37])[C:14]1[CH:36]=[CH:35][CH:34]=[CH:33][C:15]=1[C:16]([N:18]1[CH2:23][CH2:22][N:21]([C:24]2[N:29]=[N:28][C:27]([C:30]([OH:32])=O)=[CH:26][CH:25]=2)[CH2:20][CH2:19]1)=[O:17].CN1CCOCC1.[Cl:46][C:47]1[CH:53]=[CH:52][C:50]([NH2:51])=[CH:49][CH:48]=1. The catalyst is C1COCC1.C(OCC)(=O)C. The product is [Cl:46][C:47]1[CH:53]=[CH:52][C:50]([NH:51][C:30]([C:27]2[N:28]=[N:29][C:24]([N:21]3[CH2:20][CH2:19][N:18]([C:16](=[O:17])[C:15]4[CH:33]=[CH:34][CH:35]=[CH:36][C:14]=4[C:13]([F:37])([F:12])[F:38])[CH2:23][CH2:22]3)=[CH:25][CH:26]=2)=[O:32])=[CH:49][CH:48]=1. The yield is 0.670. (6) The reactants are [CH3:1][C:2]1[C:10]([N+:11]([O-:13])=[O:12])=[CH:9][CH:8]=[CH:7][C:3]=1[C:4]([OH:6])=[O:5].S(=O)(=O)(O)O.[CH3:19]O. No catalyst specified. The product is [CH3:19][O:5][C:4](=[O:6])[C:3]1[CH:7]=[CH:8][CH:9]=[C:10]([N+:11]([O-:13])=[O:12])[C:2]=1[CH3:1]. The yield is 0.763. (7) The reactants are C(N(C(C)C)CC)(C)C.[CH3:10][O:11][C:12]1[C:13]([O:33][CH3:34])=[CH:14][C:15]2[N:20]=[C:19]([C:21]3[C:30]4[C:25](=[CH:26][CH:27]=[CH:28][CH:29]=4)[CH:24]=[CH:23][CH:22]=3)[O:18][C:17](=[O:31])[C:16]=2[CH:32]=1.[CH:35]1([CH2:41][NH2:42])[CH2:40][CH2:39][CH2:38][CH2:37][CH2:36]1. No catalyst specified. The product is [CH:35]1([CH2:41][NH:42][C:17]([C:16]2[CH:32]=[C:12]([O:11][CH3:10])[C:13]([O:33][CH3:34])=[CH:14][C:15]=2[NH:20][C:19]([C:21]2[C:30]3[C:25](=[CH:26][CH:27]=[CH:28][CH:29]=3)[CH:24]=[CH:23][CH:22]=2)=[O:18])=[O:31])[CH2:40][CH2:39][CH2:38][CH2:37][CH2:36]1. The yield is 0.890.